This data is from Choline transporter screen with 302,306 compounds. The task is: Binary Classification. Given a drug SMILES string, predict its activity (active/inactive) in a high-throughput screening assay against a specified biological target. (1) The molecule is s1c(C(N(c2cc3OCCOc3cc2)C(=O)c2occc2)C(=O)NC2CCCC2)ccc1. The result is 0 (inactive). (2) The compound is Clc1c(CNC(=O)c2cc3OCOc3cc2)cccc1. The result is 0 (inactive). (3) The drug is O=C1N(CC(C1)c1ccccc1)Cc1ccccc1. The result is 0 (inactive).